From a dataset of Full USPTO retrosynthesis dataset with 1.9M reactions from patents (1976-2016). Predict the reactants needed to synthesize the given product. (1) The reactants are: [Cl:1][C:2]1[CH:7]=[CH:6][C:5](/[CH:8]=[CH:9]/[C:10]([O:12]C)=[O:11])=[CH:4][C:3]=1[O:14][CH3:15].[OH-].[Na+]. Given the product [Cl:1][C:2]1[CH:7]=[CH:6][C:5](/[CH:8]=[CH:9]/[C:10]([OH:12])=[O:11])=[CH:4][C:3]=1[O:14][CH3:15], predict the reactants needed to synthesize it. (2) Given the product [NH2:1][C:2]1[C:7]([F:8])=[C:6]([Cl:9])[N:5]=[C:4]([C:10]([O:12][CH:13]([CH3:15])[CH3:14])=[O:11])[C:3]=1[Cl:30], predict the reactants needed to synthesize it. The reactants are: [NH2:1][C:2]1[C:7]([F:8])=[C:6]([Cl:9])[N:5]=[C:4]([C:10]([O:12][CH:13]([CH3:15])[CH3:14])=[O:11])[CH:3]=1.O.CCOC(C)=O.CCCCCC.C(Cl)[Cl:30].